This data is from Peptide-MHC class I binding affinity with 185,985 pairs from IEDB/IMGT. The task is: Regression. Given a peptide amino acid sequence and an MHC pseudo amino acid sequence, predict their binding affinity value. This is MHC class I binding data. (1) The peptide sequence is VMHINSPFKV. The MHC is HLA-A02:06 with pseudo-sequence HLA-A02:06. The binding affinity (normalized) is 0.448. (2) The peptide sequence is RLGLCALAL. The MHC is HLA-E01:01 with pseudo-sequence HLA-E01:03. The binding affinity (normalized) is 0.0847. (3) The peptide sequence is ALLSTDGNK. The MHC is HLA-A68:01 with pseudo-sequence HLA-A68:01. The binding affinity (normalized) is 0.0688. (4) The peptide sequence is MLASIDLKY. The MHC is HLA-A23:01 with pseudo-sequence HLA-A23:01. The binding affinity (normalized) is 0.00275. (5) The peptide sequence is PPSGKGGNY. The MHC is HLA-B40:01 with pseudo-sequence HLA-B40:01. The binding affinity (normalized) is 0.0847. (6) The peptide sequence is PLRPMTYR. The MHC is HLA-A02:03 with pseudo-sequence HLA-A02:03. The binding affinity (normalized) is 0.